Dataset: Full USPTO retrosynthesis dataset with 1.9M reactions from patents (1976-2016). Task: Predict the reactants needed to synthesize the given product. (1) Given the product [CH3:2][O:3][C:4]([CH2:5][CH2:8][C:7]([OH:12])=[O:6])=[O:14], predict the reactants needed to synthesize it. The reactants are: C[CH2:2][O:3][CH2:4][CH3:5].[O:6]1C(=O)C[CH2:8][C:7]1=[O:12].C([O-])(O)=[O:14].[Na+]. (2) Given the product [CH3:1][C:2]([C:18]1[CH:19]=[CH:20][CH:21]=[CH:22][CH:23]=1)([CH2:13][CH2:14][CH:15]([CH3:17])[CH3:16])[C:3]([OH:5])=[O:4], predict the reactants needed to synthesize it. The reactants are: [CH3:1][C:2]([C:18]1[CH:23]=[CH:22][CH:21]=[CH:20][CH:19]=1)([CH2:13][CH:14]=[C:15]([CH3:17])[CH3:16])[C:3]([O:5]CC1C=CC=CC=1)=[O:4]. (3) Given the product [Cl:12][C:13]1[CH:18]=[C:17]([O:19][CH2:20][C:21]2[CH:22]=[CH:23][CH:24]=[CH:25][CH:26]=2)[CH:16]=[C:15]([Cl:27])[C:14]=1[O:28][CH2:4][CH2:3][CH2:2][Br:1], predict the reactants needed to synthesize it. The reactants are: [Br:1][CH2:2][CH2:3][CH2:4]Br.C(=O)([O-])[O-].[K+].[K+].[Cl:12][C:13]1[CH:18]=[C:17]([O:19][CH2:20][C:21]2[CH:26]=[CH:25][CH:24]=[CH:23][CH:22]=2)[CH:16]=[C:15]([Cl:27])[C:14]=1[OH:28].O. (4) Given the product [N+:21]([C:7]1[CH:8]=[CH:9][C:4]2[N:3]=[C:2]([NH:10][N:11]=[CH:12][C:13]3[O:14][C:15]([N+:18]([O-:20])=[O:19])=[CH:16][CH:17]=3)[S:1][C:5]=2[CH:6]=1)([O-:23])=[O:22], predict the reactants needed to synthesize it. The reactants are: [S:1]1[C:5]2[CH:6]=[CH:7][CH:8]=[CH:9][C:4]=2[N:3]=[C:2]1[NH:10][N:11]=[CH:12][C:13]1[O:14][C:15]([N+:18]([O-:20])=[O:19])=[CH:16][CH:17]=1.[N+:21](C1OC(C=O)=CC=1)([O-:23])=[O:22].N(C1SC2C=C([N+]([O-])=O)C=CC=2N=1)N. (5) The reactants are: [Cl:1][C:2]1[CH:3]=[C:4]2[C:8](=[CH:9][CH:10]=1)[N:7]([C@@H:11]([C:26]1[CH:31]=[CH:30][CH:29]=[CH:28][CH:27]=1)[C@H:12]([OH:25])[CH2:13][O:14][S:15]([C:18]1[CH:23]=[CH:22][C:21]([CH3:24])=[CH:20][CH:19]=1)(=[O:17])=[O:16])[CH:6]=[C:5]2[CH3:32].[CH3:33]OS(C(F)(F)F)(=O)=O.C(C1C=C(C)C=C(C(C)(C)C)N=1)(C)(C)C. Given the product [Cl:1][C:2]1[CH:3]=[C:4]2[C:8](=[CH:9][CH:10]=1)[N:7]([C@@H:11]([C:26]1[CH:31]=[CH:30][CH:29]=[CH:28][CH:27]=1)[C@H:12]([O:25][CH3:33])[CH2:13][O:14][S:15]([C:18]1[CH:23]=[CH:22][C:21]([CH3:24])=[CH:20][CH:19]=1)(=[O:17])=[O:16])[CH:6]=[C:5]2[CH3:32], predict the reactants needed to synthesize it. (6) Given the product [CH2:21]([O:16][C@H:8]1[C:9]2[C:14](=[CH:13][C:12]([CH3:15])=[CH:11][CH:10]=2)[C@@H:6]([NH2:5])[CH2:7]1)[CH:20]=[CH2:19], predict the reactants needed to synthesize it. The reactants are: FC(F)(F)C([NH:5][C@H:6]1[C:14]2[C:9](=[CH:10][CH:11]=[C:12]([CH3:15])[CH:13]=2)[C@@H:8]([OH:16])[CH2:7]1)=O.[CH2:19](O[C@H]1C2C(=CC(OCCC)=CC=2)[C@@H](N)C1)[CH:20]=[CH2:21]. (7) Given the product [CH3:19][C:20]1[N:21]=[C:22]([Cl:27])[CH:23]=[C:24]([C:1]2[CH:6]=[CH:5][CH:4]=[CH:3][CH:2]=2)[N:25]=1, predict the reactants needed to synthesize it. The reactants are: [C:1]1(B(O)O)[CH:6]=[CH:5][CH:4]=[CH:3][CH:2]=1.[OH-].[Ba+2].[OH-].COCCOC.[CH3:19][C:20]1[N:25]=[C:24](Cl)[CH:23]=[C:22]([Cl:27])[N:21]=1. (8) Given the product [Br:1][C:20]1[CH:19]=[C:18]([CH:24]2[O:16][CH2:12][CH2:13][CH2:14][O:15]2)[CH:23]=[CH:22][CH:21]=1, predict the reactants needed to synthesize it. The reactants are: [Br:1]C1C=C(F)C(C#N)=C(F)C=1.[CH2:12]([OH:16])[CH2:13][CH2:14][OH:15].O.[C:18]1([CH3:24])[CH:23]=[CH:22][CH:21]=[CH:20][CH:19]=1.